This data is from Catalyst prediction with 721,799 reactions and 888 catalyst types from USPTO. The task is: Predict which catalyst facilitates the given reaction. (1) Reactant: [CH3:1][O:2][C:3]1[CH:10]=[CH:9][C:6]([CH2:7]Cl)=[CH:5][CH:4]=1.[N-:11]=[N+:12]=[N-:13].[Na+]. Product: [N:11]([CH2:7][C:6]1[CH:9]=[CH:10][C:3]([O:2][CH3:1])=[CH:4][CH:5]=1)=[N+:12]=[N-:13]. The catalyst class is: 215. (2) Reactant: [Na+].[OH:2][C:3]1[CH:4]=[C:5]([S:27]([O-:30])(=[O:29])=[O:28])[C:6]2[CH:7]=[CH:8][C:9]3[C:18]4[C:17]=2[C:16]=1[CH:15]=[CH:14][C:13]=4[C:12]([S:19]([O-:22])(=[O:21])=[O:20])=[CH:11][C:10]=3[S:23]([O-:26])(=[O:25])=[O:24].[Na+].[Na+].C(N(C(C)C)CC)(C)C.Br[CH2:43][CH2:44][CH2:45][CH2:46][CH2:47][C:48]([O:50]CC)=[O:49]. Product: [C:48]([CH2:47][CH2:46][CH2:45][CH2:44][CH2:43][O:2][C:3]1[CH:4]=[C:5]([S:27]([OH:30])(=[O:29])=[O:28])[C:6]2[CH:7]=[CH:8][C:9]3[C:18]4[C:17]=2[C:16]=1[CH:15]=[CH:14][C:13]=4[C:12]([S:19]([OH:22])(=[O:21])=[O:20])=[CH:11][C:10]=3[S:23]([OH:26])(=[O:24])=[O:25])([OH:50])=[O:49]. The catalyst class is: 5. (3) Reactant: [NH:1]1[C:9]2[C:4](=[CH:5][CH:6]=[CH:7][CH:8]=2)[CH:3]=[C:2]1[C:10]1[CH:11]=[C:12]([C:18]2[C:19]([N:38]([CH3:43])[S:39]([CH3:42])(=[O:41])=[O:40])=[CH:20][C:21]3[O:25][C:24]([C:26]4[CH:31]=[CH:30][C:29]([F:32])=[CH:28][CH:27]=4)=[C:23]([C:33]([NH:35][CH3:36])=[O:34])[C:22]=3[CH:37]=2)[CH:13]=[CH:14][C:15]=1[O:16]C.B(Br)(Br)Br.O. Product: [F:32][C:29]1[CH:30]=[CH:31][C:26]([C:24]2[O:25][C:21]3[CH:20]=[C:19]([N:38]([CH3:43])[S:39]([CH3:42])(=[O:40])=[O:41])[C:18]([C:12]4[CH:13]=[CH:14][C:15]([OH:16])=[C:10]([C:2]5[NH:1][C:9]6[C:4]([CH:3]=5)=[CH:5][CH:6]=[CH:7][CH:8]=6)[CH:11]=4)=[CH:37][C:22]=3[C:23]=2[C:33]([NH:35][CH3:36])=[O:34])=[CH:27][CH:28]=1. The catalyst class is: 4. (4) Reactant: [C:1](O)(=O)C(O)=O.[CH3:7][O:8][C:9]1[CH:10]=[C:11]([CH2:17][C@:18]2([CH2:32][CH2:33][C:34]([NH2:36])=[O:35])[C:27]3[C:22](=[CH:23][C:24]([O:30][CH3:31])=[C:25]([O:28][CH3:29])[CH:26]=3)[CH2:21][CH2:20][NH:19]2)[CH:12]=[CH:13][C:14]=1[O:15][CH3:16].[OH-].[Na+].ClCCl.[I:42]C. Product: [I-:42].[CH3:7][O:8][C:9]1[CH:10]=[C:11]([CH2:17][C@:18]2([CH2:32][CH2:33][C:34]([NH2:36])=[O:35])[C:27]3[C:22](=[CH:23][C:24]([O:30][CH3:31])=[C:25]([O:28][CH3:29])[CH:26]=3)[CH2:21][CH2:20][NH+:19]2[CH3:1])[CH:12]=[CH:13][C:14]=1[O:15][CH3:16]. The catalyst class is: 6.